This data is from Forward reaction prediction with 1.9M reactions from USPTO patents (1976-2016). The task is: Predict the product of the given reaction. (1) Given the reactants [CH2:1]([CH:3]([CH2:6][CH3:7])[CH:4]=O)[CH3:2].Cl.[CH3:9][O:10][C:11]1[CH:16]=[CH:15][CH:14]=[CH:13][C:12]=1[NH:17]N.S(=O)(=O)(O)O.[BH4-].[Na+].[OH-].[Na+].C([O-])([O-])=O.[Na+].[Na+].[CH3:34][C:35]([O:38][C:39](O[C:39]([O:38][C:35]([CH3:37])([CH3:36])[CH3:34])=[O:40])=[O:40])([CH3:37])[CH3:36], predict the reaction product. The product is: [CH2:1]([C:3]1([CH2:6][CH3:7])[C:13]2[C:12](=[C:11]([O:10][CH3:9])[CH:16]=[CH:15][CH:14]=2)[N:17]([C:39]([O:38][C:35]([CH3:37])([CH3:36])[CH3:34])=[O:40])[CH2:4]1)[CH3:2]. (2) Given the reactants [CH3:1][O:2][C:3](=[O:12])[C:4]1[CH:9]=[CH:8][C:7]([Cl:10])=[C:6](I)[CH:5]=1.C([Mg]Cl)(C)C.C1COCC1.[Cl:23][C:24]1[CH:32]=[C:31]([N+:33]([O-:35])=[O:34])[CH:30]=[CH:29][C:25]=1[C:26](Cl)=[O:27], predict the reaction product. The product is: [CH3:1][O:2][C:3](=[O:12])[C:4]1[CH:9]=[CH:8][C:7]([Cl:10])=[C:6]([C:26](=[O:27])[C:25]2[CH:29]=[CH:30][C:31]([N+:33]([O-:35])=[O:34])=[CH:32][C:24]=2[Cl:23])[CH:5]=1. (3) Given the reactants [CH3:1][C:2]([CH3:6])([CH3:5])[CH2:3][OH:4].Cl[S:8]([N:11]=C=O)(=[O:10])=[O:9].C(O)=O.CCN(CC)CC, predict the reaction product. The product is: [S:8](=[O:10])(=[O:9])([O:4][CH2:3][C:2]([CH3:6])([CH3:5])[CH3:1])[NH2:11]. (4) Given the reactants C([O:8][C:9]1[CH:14]=[CH:13][C:12]([N:15]2[C:19]3=[N:20][CH:21]=[CH:22][C:23]([C:24]([F:27])([F:26])[F:25])=[C:18]3[N:17]([CH2:28][CH3:29])[C:16]2=[O:30])=[CH:11][CH:10]=1)C1C=CC=CC=1, predict the reaction product. The product is: [CH2:28]([N:17]1[C:18]2[C:19](=[N:20][CH:21]=[CH:22][C:23]=2[C:24]([F:26])([F:25])[F:27])[N:15]([C:12]2[CH:13]=[CH:14][C:9]([OH:8])=[CH:10][CH:11]=2)[C:16]1=[O:30])[CH3:29]. (5) Given the reactants [CH3:1][C:2]1([CH3:18])[CH2:7][C@H:6]([OH:8])[C@@H:5]([NH:9][C@@H](C2C=CC=CC=2)C)[CH2:4][O:3]1.[H][H], predict the reaction product. The product is: [NH2:9][C@H:5]1[CH2:4][O:3][C:2]([CH3:18])([CH3:1])[CH2:7][C@@H:6]1[OH:8].